From a dataset of Full USPTO retrosynthesis dataset with 1.9M reactions from patents (1976-2016). Predict the reactants needed to synthesize the given product. (1) Given the product [BrH:11].[CH2:10]([N:6]1[CH:5]=[C:4]([CH3:7])[S:3][C:2]1=[NH:1])[CH:9]=[CH2:8], predict the reactants needed to synthesize it. The reactants are: [NH2:1][C:2]1[S:3][C:4]([CH3:7])=[CH:5][N:6]=1.[CH2:8]([Br:11])[CH:9]=[CH2:10]. (2) Given the product [CH3:1][N:2]1[C:6]2=[N:7][C:8]([NH:15][CH2:16][C:17]([NH:53][C@H:46]([C:47]3[CH:52]=[CH:51][CH:50]=[CH:49][CH:48]=3)[CH3:45])=[O:18])=[CH:9][C:10]([C:11]([F:12])([F:13])[F:14])=[C:5]2[C:4]([C:20]2[CH:25]=[CH:24][CH:23]=[CH:22][CH:21]=2)=[N:3]1, predict the reactants needed to synthesize it. The reactants are: [CH3:1][N:2]1[C:6]2=[N:7][C:8]([NH:15][CH2:16][C:17](O)=[O:18])=[CH:9][C:10]([C:11]([F:14])([F:13])[F:12])=[C:5]2[C:4]([C:20]2[CH:25]=[CH:24][CH:23]=[CH:22][CH:21]=2)=[N:3]1.CC(C)N=C=NC(C)C.C1C=CC2N(O)N=NC=2C=1.[CH3:45][C@H:46]([NH2:53])[C:47]1[CH:52]=[CH:51][CH:50]=[CH:49][CH:48]=1. (3) Given the product [CH2:21]([N:10]1[C:11]2[N:16]=[CH:17][C:36]([C:35]([O:39][CH2:40][CH3:41])=[O:38])=[CH:37][C:12]=2[C:13](=[O:14])[N:8]([CH2:1][C:2]2[CH:3]=[CH:4][CH:5]=[CH:6][CH:7]=2)[C:9]1=[O:28])[C:22]1[CH:27]=[CH:26][CH:25]=[CH:24][CH:23]=1, predict the reactants needed to synthesize it. The reactants are: [CH2:1]([N:8]1[C:13](=[O:14])[C:12](I)=[C:11]([N:16]=[CH:17]N(C)C)[N:10]([CH2:21][C:22]2[CH:27]=[CH:26][CH:25]=[CH:24][CH:23]=2)[C:9]1=[O:28])[C:2]1[CH:7]=[CH:6][CH:5]=[CH:4][CH:3]=1.C(=O)([O-])[O-].[K+].[K+].[C:35]([O:39][CH2:40][CH3:41])(=[O:38])[CH:36]=[CH2:37].C(OCC)(=O)C.